Binary Classification. Given a miRNA mature sequence and a target amino acid sequence, predict their likelihood of interaction. From a dataset of Experimentally validated miRNA-target interactions with 360,000+ pairs, plus equal number of negative samples. The miRNA is cel-miR-228-5p with sequence AAUGGCACUGCAUGAAUUCACGG. The protein sequence of the target gene is MMQGDVSPNPSLIDRTIKMRKETETRKVVLAWGLLNVSMAGMIYTEMTGKLISTYYNVTYWPLWYIELALASLFSLNALFDFWRYFKYTVAPTSLVVSPGQQALLGLKQAVVQTTPPRDLAATQISPSPPSPSIQGQSVLSYSPSRSPSTSPKFATSCMTGYSPQLQGLSSGGLGSYSPGVTYSPVSGYNKLASFSLSPSSPYPTTVGPVESSGLRARYRSPPTVYNSPTDKEDYMTDLRTLDTFLRSEEEKQHRVKLGSPDSTSPSTSPTFWNYSRSVGDYAQTLKKFQYQLACRSQAP.... Result: 0 (no interaction).